From a dataset of Forward reaction prediction with 1.9M reactions from USPTO patents (1976-2016). Predict the product of the given reaction. (1) Given the reactants [N+:1]([C:4]1[C:13]2[C:8](=[CH:9][CH:10]=[CH:11][CH:12]=2)[CH:7]=[CH:6][C:5]=1[NH2:14])([O-:3])=[O:2].Br[C:16]1[CH:17]=[C:18]([CH:21]=[CH:22][CH:23]=1)[C:19]#[N:20].C(=O)([O-])[O-].[Cs+].[Cs+].C1(P(C2C=CC=CC=2)C2C=CC3C(=CC=CC=3)C=2C2C3C(=CC=CC=3)C=CC=2P(C2C=CC=CC=2)C2C=CC=CC=2)C=CC=CC=1.C(=O)(O)[O-].[Na+], predict the reaction product. The product is: [N+:1]([C:4]1[C:13]2[C:8](=[CH:9][CH:10]=[CH:11][CH:12]=2)[CH:7]=[CH:6][C:5]=1[NH:14][C:16]1[CH:17]=[C:18]([CH:21]=[CH:22][CH:23]=1)[C:19]#[N:20])([O-:3])=[O:2]. (2) Given the reactants [CH2:1]([C:7]1([CH2:18][CH2:19][CH2:20][CH2:21][CH2:22][CH3:23])[C:17]2[CH:16]=[CH:15][S:14][C:13]=2[C:9]2[S:10][CH:11]=[CH:12][C:8]1=2)[CH2:2][CH2:3][CH2:4][CH2:5][CH3:6].[Li][CH2:25][CH2:26][CH2:27][CH3:28].[Sn:29](Cl)([CH2:38][CH2:39][CH2:40][CH3:41])([CH2:34][CH2:35][CH2:36][CH3:37])[CH2:30][CH2:31][CH2:32][CH3:33].O, predict the reaction product. The product is: [CH2:25]([Sn:29]([C:12]1[C:8]2[C:7]([CH2:1][CH2:2][CH2:3][CH2:4][CH2:5][CH3:6])([CH2:18][CH2:19][CH2:20][CH2:21][CH2:22][CH3:23])[C:17]3[CH:16]=[CH:15][S:14][C:13]=3[C:9]=2[S:10][C:11]=1[Sn:29]([CH2:38][CH2:39][CH2:40][CH3:41])([CH2:34][CH2:35][CH2:36][CH3:37])[CH2:30][CH2:31][CH2:32][CH3:33])([CH2:34][CH2:35][CH2:36][CH3:37])[CH2:30][CH2:31][CH2:32][CH3:33])[CH2:26][CH2:27][CH3:28]. (3) Given the reactants [CH:1]1([CH2:6][C@H:7]([N:11]2[CH2:15][C:14]([O:16][CH3:17])=[CH:13][C:12]2=[O:18])[C:8]([OH:10])=O)[CH2:5][CH2:4][CH2:3][CH2:2]1.C(Cl)(=O)C(Cl)=O.[NH2:25][C:26]1[S:30][N:29]=[C:28]([CH3:31])[N:27]=1.N1C(C)=CC=CC=1C, predict the reaction product. The product is: [CH:1]1([CH2:6][C@H:7]([N:11]2[CH2:15][C:14]([O:16][CH3:17])=[CH:13][C:12]2=[O:18])[C:8]([NH:25][C:26]2[S:30][N:29]=[C:28]([CH3:31])[N:27]=2)=[O:10])[CH2:2][CH2:3][CH2:4][CH2:5]1. (4) Given the reactants [C:1]([C:5]1[N:10]=[C:9](Cl)[C:8]([C:12]([N:14]([CH2:32][CH:33]([CH3:35])[CH3:34])[CH:15]2[C:24]3[C:19](=[CH:20][CH:21]=[CH:22][CH:23]=3)[CH2:18][N:17]([C:25]([O:27][C:28]([CH3:31])([CH3:30])[CH3:29])=[O:26])[CH2:16]2)=[O:13])=[CH:7][N:6]=1)([CH3:4])([CH3:3])[CH3:2].Cl.[O:37]1[CH:41]=[CH:40][N:39]=[C:38]1[CH2:42][NH2:43].C(N(C(C)C)CC)(C)C.O, predict the reaction product. The product is: [C:1]([C:5]1[N:10]=[C:9]([NH:43][CH2:42][C:38]2[O:37][CH:41]=[CH:40][N:39]=2)[C:8]([C:12]([N:14]([CH2:32][CH:33]([CH3:35])[CH3:34])[CH:15]2[C:24]3[C:19](=[CH:20][CH:21]=[CH:22][CH:23]=3)[CH2:18][N:17]([C:25]([O:27][C:28]([CH3:31])([CH3:30])[CH3:29])=[O:26])[CH2:16]2)=[O:13])=[CH:7][N:6]=1)([CH3:4])([CH3:3])[CH3:2]. (5) Given the reactants [C:1]([O:5][C:6]([N:8]1[CH:12]=[CH:11][CH:10]=[C:9]1B(O)O)=[O:7])([CH3:4])([CH3:3])[CH3:2].[N+:16]([C:19]1[CH:20]=[C:21](Br)[CH:22]=[CH:23][CH:24]=1)([O-:18])=[O:17], predict the reaction product. The product is: [N+:16]([C:19]1[CH:24]=[C:23]([C:9]2[N:8]([C:6]([O:5][C:1]([CH3:4])([CH3:3])[CH3:2])=[O:7])[CH:12]=[CH:11][CH:10]=2)[CH:22]=[CH:21][CH:20]=1)([O-:18])=[O:17]. (6) Given the reactants [Cl:1][C:2]1[CH:3]=[C:4]([O:15][CH2:16][C:17]2[C:22]([F:23])=[CH:21][CH:20]=[CH:19][C:18]=2[F:24])[C:5]2[N:6]([C:8]([C:12](O)=[O:13])=[C:9]([CH3:11])[N:10]=2)[CH:7]=1.[CH2:25]([O:32][C:33](=[O:40])[NH:34][C@H:35]([CH:37]([NH2:39])[CH3:38])[CH3:36])[C:26]1[CH:31]=[CH:30][CH:29]=[CH:28][CH:27]=1.C(N(CC)C(C)C)(C)C.O, predict the reaction product. The product is: [Cl:1][C:2]1[CH:3]=[C:4]([O:15][CH2:16][C:17]2[C:18]([F:24])=[CH:19][CH:20]=[CH:21][C:22]=2[F:23])[C:5]2[N:6]([C:8]([C:12]([NH:39][CH:37]([CH3:38])[C@@H:35]([NH:34][C:33](=[O:40])[O:32][CH2:25][C:26]3[CH:31]=[CH:30][CH:29]=[CH:28][CH:27]=3)[CH3:36])=[O:13])=[C:9]([CH3:11])[N:10]=2)[CH:7]=1. (7) The product is: [CH2:12]([O:11][C@H:9]1[CH2:8][NH:7][C@H:6]([CH2:5][CH2:4][CH2:3][CH:2]([CH3:26])[CH3:1])[CH2:10]1)[CH:13]([CH3:15])[CH3:14]. Given the reactants [CH3:1][CH:2]([CH3:26])[CH2:3][CH:4]=[CH:5][C@@H:6]1[CH2:10][C@@H:9]([O:11][CH2:12][C:13]([CH3:15])=[CH2:14])[CH2:8][N:7]1C(OCC1C=CC=CC=1)=O.[H][H], predict the reaction product.